This data is from Forward reaction prediction with 1.9M reactions from USPTO patents (1976-2016). The task is: Predict the product of the given reaction. (1) Given the reactants [Cl:1][C:2]1[CH:3]=[C:4]([CH2:19][N:20]2[C:24]([CH3:25])=[CH:23][C:22]([C:26](Cl)=[O:27])=[N:21]2)[C:5]2[O:9][C:8]([C:10]3[CH:15]=[CH:14][C:13]([Cl:16])=[CH:12][C:11]=3[Cl:17])=[CH:7][C:6]=2[CH:18]=1.CCN(CC)CC.[NH2:36][CH2:37][CH:38]1[CH2:43][CH2:42][N:41]([C:44]([O:46][C:47]([CH3:50])([CH3:49])[CH3:48])=[O:45])[CH2:40][CH2:39]1, predict the reaction product. The product is: [Cl:1][C:2]1[CH:3]=[C:4]([CH2:19][N:20]2[C:24]([CH3:25])=[CH:23][C:22]([C:26]([NH:36][CH2:37][CH:38]3[CH2:43][CH2:42][N:41]([C:44]([O:46][C:47]([CH3:50])([CH3:49])[CH3:48])=[O:45])[CH2:40][CH2:39]3)=[O:27])=[N:21]2)[C:5]2[O:9][C:8]([C:10]3[CH:15]=[CH:14][C:13]([Cl:16])=[CH:12][C:11]=3[Cl:17])=[CH:7][C:6]=2[CH:18]=1. (2) Given the reactants [CH3:1][O:2][C:3](=[O:16])[CH2:4][C:5]1[CH:14]=[CH:13][C:12]2[C:7](=[CH:8][CH:9]=[C:10]([CH3:15])[CH:11]=2)[CH:6]=1.[CH3:17][O:18]C(Cl)Cl.Cl, predict the reaction product. The product is: [CH3:1][O:2][C:3](=[O:16])[CH2:4][C:5]1[CH:14]=[CH:13][C:12]2[C:7](=[CH:8][CH:9]=[C:10]([CH3:15])[C:11]=2[CH:17]=[O:18])[CH:6]=1.